The task is: Predict the reactants needed to synthesize the given product.. This data is from Full USPTO retrosynthesis dataset with 1.9M reactions from patents (1976-2016). (1) Given the product [F:1][C:2]([F:15])([F:16])[C:3]1[CH:4]=[C:5]([CH:8]=[C:9]([C:11]([F:14])([F:12])[F:13])[CH:10]=1)[CH2:6][NH2:7], predict the reactants needed to synthesize it. The reactants are: [F:1][C:2]([F:16])([F:15])[C:3]1[CH:4]=[C:5]([CH:8]=[C:9]([C:11]([F:14])([F:13])[F:12])[CH:10]=1)[C:6]#[N:7].N.[H][H]. (2) Given the product [CH2:1]([N:8]1[CH2:13][CH:12]=[C:11]([Sn:24]([CH2:25][CH2:26][CH2:27][CH3:28])([CH2:29][CH2:30][CH2:31][CH3:32])[CH2:20][CH2:21][CH2:22][CH3:23])[CH2:10][CH2:9]1)[C:2]1[CH:7]=[CH:6][CH:5]=[CH:4][CH:3]=1, predict the reactants needed to synthesize it. The reactants are: [CH2:1]([N:8]1[CH2:13][CH2:12][C:11](=O)[CH2:10][CH2:9]1)[C:2]1[CH:7]=[CH:6][CH:5]=[CH:4][CH:3]=1.C([Li])CCC.[CH2:20]([Sn:24](Cl)([CH2:29][CH2:30][CH2:31][CH3:32])[CH2:25][CH2:26][CH2:27][CH3:28])[CH2:21][CH2:22][CH3:23].